From a dataset of Reaction yield outcomes from USPTO patents with 853,638 reactions. Predict the reaction yield, written as a fraction of the theoretical maximum amount of product (1.0 means a 100% yield; for example, 0.34 means a 34% yield). The reactants are Br[C:2]1[CH:7]=[CH:6][CH:5]=[CH:4][C:3]=1[C:8]1[CH:13]=[CH:12][CH:11]=[CH:10][CH:9]=1.[Li]CCCC.[C:19]1([S:25][C:26]2[CH:38]=[CH:37][C:36]3[C:35]4[C:30](=[CH:31][C:32]([S:39][C:40]5[CH:45]=[CH:44][CH:43]=[CH:42][CH:41]=5)=[CH:33][CH:34]=4)[C:29](=O)[C:28]=3[CH:27]=2)[CH:24]=[CH:23][CH:22]=[CH:21][CH:20]=1.O. The catalyst is C1COCC1. The product is [C:19]1([S:25][C:26]2[CH:38]=[CH:37][C:36]3[C:35]4[C:30](=[CH:31][C:32]([S:39][C:40]5[CH:45]=[CH:44][CH:43]=[CH:42][CH:41]=5)=[CH:33][CH:34]=4)[C:29]4([C:2]5[CH:7]=[CH:6][CH:5]=[CH:4][C:3]=5[C:8]5[C:13]4=[CH:12][CH:11]=[CH:10][CH:9]=5)[C:28]=3[CH:27]=2)[CH:24]=[CH:23][CH:22]=[CH:21][CH:20]=1. The yield is 0.450.